The task is: Predict the reactants needed to synthesize the given product.. This data is from Full USPTO retrosynthesis dataset with 1.9M reactions from patents (1976-2016). (1) The reactants are: C([O:5][C:6]([NH:8][C@H:9]([CH2:14][C:15]1[CH:20]=[CH:19][C:18]([OH:21])=[CH:17][CH:16]=1)[C:10]([O:12]C)=O)=[O:7])(C)(C)C.Br[CH2:23][CH2:24][CH2:25][O:26][Si:27]([C:30]([CH3:33])([CH3:32])[CH3:31])([CH3:29])[CH3:28]. Given the product [Si:27]([O:12][CH2:10][C@H:9]1[C@H:14]([C:15]2[CH:16]=[CH:17][C:18]([O:21][CH2:23][CH2:24][CH2:25][O:26][Si:27]([C:30]([CH3:33])([CH3:32])[CH3:31])([CH3:29])[CH3:28])=[CH:19][CH:20]=2)[O:7][C:6](=[O:5])[NH:8]1)([C:30]([CH3:33])([CH3:32])[CH3:31])([CH3:29])[CH3:28], predict the reactants needed to synthesize it. (2) Given the product [Cl:1][C:2]1[CH:7]=[CH:6][C:5]([CH2:8][C:9]([O:11][CH3:18])=[O:10])=[CH:4][C:3]=1[F:12], predict the reactants needed to synthesize it. The reactants are: [Cl:1][C:2]1[CH:7]=[CH:6][C:5]([CH2:8][C:9]([OH:11])=[O:10])=[CH:4][C:3]=1[F:12].OS(O)(=O)=O.[CH3:18]O. (3) Given the product [CH2:9]([C:7]1[CH:6]=[CH:5][NH:4][C:3](=[O:2])[N:8]=1)[CH2:10][C:11]1[CH:12]=[CH:13][CH:14]=[CH:15][CH:16]=1, predict the reactants needed to synthesize it. The reactants are: C[O:2][C:3]1[N:8]=[C:7]([CH2:9][CH2:10][C:11]2[CH:16]=[CH:15][CH:14]=[CH:13][CH:12]=2)[CH:6]=[CH:5][N:4]=1. (4) Given the product [C:1]([O:5][C:6]([N:8]1[CH2:9][CH2:10][CH:11]([O:14][C:15]2[CH:20]=[CH:19][C:18]([C:21](=[O:24])[NH2:22])=[CH:17][CH:16]=2)[CH2:12][CH2:13]1)=[O:7])([CH3:4])([CH3:2])[CH3:3], predict the reactants needed to synthesize it. The reactants are: [C:1]([O:5][C:6]([N:8]1[CH2:13][CH2:12][CH:11]([O:14][C:15]2[CH:20]=[CH:19][C:18]([C:21]#[N:22])=[CH:17][CH:16]=2)[CH2:10][CH2:9]1)=[O:7])([CH3:4])([CH3:3])[CH3:2].C(=O)([O-])[O-:24].[K+].[K+].OO. (5) Given the product [CH2:16]([O:18][C:19]([CH:21]1[CH2:26][CH2:25][N:24]([C:9]([O:11][C:12]([CH3:13])([CH3:14])[CH3:15])=[O:10])[CH2:23][CH2:22]1)=[O:20])[CH3:17], predict the reactants needed to synthesize it. The reactants are: [C:9](O[C:9]([O:11][C:12]([CH3:15])([CH3:14])[CH3:13])=[O:10])([O:11][C:12]([CH3:15])([CH3:14])[CH3:13])=[O:10].[CH2:16]([O:18][C:19]([CH:21]1[CH2:26][CH2:25][NH:24][CH2:23][CH2:22]1)=[O:20])[CH3:17]. (6) Given the product [Cl:14][C:15]1[CH:22]=[CH:21][C:18]([C:19]([CH2:8][C:7]2[CH:10]=[CH:11][C:12]([Cl:13])=[C:5]([Cl:4])[CH:6]=2)=[O:25])=[CH:17][CH:16]=1, predict the reactants needed to synthesize it. The reactants are: [Mg].II.[Cl:4][C:5]1[CH:6]=[C:7]([CH:10]=[CH:11][C:12]=1[Cl:13])[CH2:8]Cl.[Cl:14][C:15]1[CH:22]=[CH:21][C:18]([C:19]#N)=[CH:17][CH:16]=1.CC[O:25]CC. (7) Given the product [ClH:1].[F:2][C:3]1([F:18])[CH2:10][NH:9][CH2:8][CH2:7][C:4]21[CH2:6][CH2:5]2, predict the reactants needed to synthesize it. The reactants are: [ClH:1].[F:2][C:3]1([F:18])[CH2:10][N:9](C(OC(C)(C)C)=O)[CH2:8][CH2:7][C:4]21[CH2:6][CH2:5]2. (8) Given the product [F:55][C:56]1[CH:57]=[C:58]2[C:63](=[CH:64][CH:65]=1)[CH2:62][N:61]([C:19](=[O:20])[CH2:18][O:17][CH:14]1[CH2:13][CH2:12][CH:11]([NH:10][C:7]3[CH:8]=[CH:9][C:4]([N+:1]([O-:3])=[O:2])=[C:5]([C:22]([F:23])([F:25])[F:24])[CH:6]=3)[CH2:16][CH2:15]1)[CH2:60][CH2:59]2, predict the reactants needed to synthesize it. The reactants are: [N+:1]([C:4]1[CH:9]=[CH:8][C:7]([NH:10][CH:11]2[CH2:16][CH2:15][CH:14]([O:17][CH2:18][C:19](O)=[O:20])[CH2:13][CH2:12]2)=[CH:6][C:5]=1[C:22]([F:25])([F:24])[F:23])([O-:3])=[O:2].CCN=C=NCCCN(C)C.Cl.C1C=CC2N(O)N=NC=2C=1.C(N(CC)CC)C.[F:55][C:56]1[CH:57]=[C:58]2[C:63](=[CH:64][CH:65]=1)[CH2:62][NH:61][CH2:60][CH2:59]2. (9) The reactants are: [N:1]1([C:7]2[C:13]3[CH:14]=[CH:15][CH:16]=[CH:17][C:12]=3[S:11][C:10]3[CH:18]=[CH:19][CH:20]=[CH:21][C:9]=3[N:8]=2)[CH2:6][CH2:5][NH:4][CH2:3][CH2:2]1.[OH:22][S:23]([OH:26])(=[O:25])=[O:24]. Given the product [S:23](=[O:24])(=[O:22])([OH:26])[OH:25].[N:1]1([C:7]2[C:13]3[CH:14]=[CH:15][CH:16]=[CH:17][C:12]=3[S:11][C:10]3[CH:18]=[CH:19][CH:20]=[CH:21][C:9]=3[N:8]=2)[CH2:2][CH2:3][NH:4][CH2:5][CH2:6]1, predict the reactants needed to synthesize it.